From a dataset of Forward reaction prediction with 1.9M reactions from USPTO patents (1976-2016). Predict the product of the given reaction. (1) Given the reactants N1C2C(=CC=CC=2)C=CC=1.[CH3:11][C:12]([OH:27])([C:14]#[C:15][CH:16]([OH:26])[CH2:17][CH:18]([CH3:25])[CH2:19]/[CH:20]=[CH:21]\[CH2:22][CH2:23][CH3:24])[CH3:13], predict the reaction product. The product is: [CH3:11][C:12]([OH:27])(/[CH:14]=[CH:15]\[CH:16]([OH:26])[CH2:17][CH:18]([CH3:25])[CH2:19]/[CH:20]=[CH:21]\[CH2:22][CH2:23][CH3:24])[CH3:13]. (2) Given the reactants Br[C:2]1[CH:7]=[CH:6][C:5]([C:8]2[CH2:13][CH2:12][N:11]([C:14]([O:16][C:17]([CH3:20])([CH3:19])[CH3:18])=[O:15])[CH2:10][CH:9]=2)=[C:4]([F:21])[CH:3]=1.[CH3:22][C:23]1([CH3:39])[C:27]([CH3:29])([CH3:28])[O:26][B:25]([B:25]2[O:26][C:27]([CH3:29])([CH3:28])[C:23]([CH3:39])([CH3:22])[O:24]2)[O:24]1.C([O-])(=O)C.[K+], predict the reaction product. The product is: [F:21][C:4]1[CH:3]=[C:2]([B:25]2[O:26][C:27]([CH3:29])([CH3:28])[C:23]([CH3:39])([CH3:22])[O:24]2)[CH:7]=[CH:6][C:5]=1[C:8]1[CH2:13][CH2:12][N:11]([C:14]([O:16][C:17]([CH3:20])([CH3:19])[CH3:18])=[O:15])[CH2:10][CH:9]=1.